This data is from Catalyst prediction with 721,799 reactions and 888 catalyst types from USPTO. The task is: Predict which catalyst facilitates the given reaction. (1) Reactant: [Cl:1][C:2]1[CH:7]=[CH:6][C:5]([C:8]2[NH:9][C:10]3[C:15]([C:16]=2[CH2:17][C:18]([OH:20])=O)=[CH:14][CH:13]=[CH:12][CH:11]=3)=[CH:4][C:3]=1[S:21](=[O:30])(=[O:29])[NH:22][CH:23]1[CH2:28][CH2:27][CH2:26][CH2:25][CH2:24]1.Cl.CN(C)CCCN=C=NCC.CN(C1C=CC=CN=1)C.[NH:52]1[C:56]([NH2:57])=[N:55][N:54]=[N:53]1. Product: [Cl:1][C:2]1[CH:7]=[CH:6][C:5]([C:8]2[NH:9][C:10]3[C:15]([C:16]=2[CH2:17][C:18]([NH:57][C:56]2[NH:55][N:54]=[N:53][N:52]=2)=[O:20])=[CH:14][CH:13]=[CH:12][CH:11]=3)=[CH:4][C:3]=1[S:21](=[O:29])(=[O:30])[NH:22][CH:23]1[CH2:24][CH2:25][CH2:26][CH2:27][CH2:28]1. The catalyst class is: 4. (2) Reactant: C(OC([NH:8][CH:9]([C:17](=[N:24][OH:25])[C:18]1[CH:23]=[CH:22][N:21]=[CH:20][CH:19]=1)[C:10]([N:12]1[CH2:16][CH2:15][CH2:14][CH2:13]1)=[O:11])=O)(C)(C)C.Cl. The catalyst class is: 5. Product: [NH2:8][CH:9]([C:17](=[N:24][OH:25])[C:18]1[CH:19]=[CH:20][N:21]=[CH:22][CH:23]=1)[C:10]([N:12]1[CH2:13][CH2:14][CH2:15][CH2:16]1)=[O:11]. (3) Reactant: [Cl:1][C:2]1[N:7]=[CH:6][C:5]([CH3:8])=[CH:4][N:3]=1.C1C(=O)N([Br:16])C(=O)C1.C(OOC(=O)C1C=CC=CC=1)(=O)C1C=CC=CC=1. Product: [Br:16][CH2:8][C:5]1[CH:4]=[N:3][C:2]([Cl:1])=[N:7][CH:6]=1. The catalyst class is: 53.